From a dataset of Forward reaction prediction with 1.9M reactions from USPTO patents (1976-2016). Predict the product of the given reaction. The product is: [Br:19][C:20]1[CH:21]=[CH:22][C:23]([O:14][CH:12]2[CH2:13][N:10]([CH2:9][C:8]3[CH:15]=[CH:16][C:5]([C:4]([F:17])([F:3])[F:18])=[CH:6][CH:7]=3)[CH2:11]2)=[N:24][CH:25]=1. Given the reactants [H-].[Na+].[F:3][C:4]([F:18])([F:17])[C:5]1[CH:16]=[CH:15][C:8]([CH2:9][N:10]2[CH2:13][CH:12]([OH:14])[CH2:11]2)=[CH:7][CH:6]=1.[Br:19][C:20]1[CH:21]=[CH:22][C:23](Cl)=[N:24][CH:25]=1, predict the reaction product.